From a dataset of Reaction yield outcomes from USPTO patents with 853,638 reactions. Predict the reaction yield, written as a fraction of the theoretical maximum amount of product (1.0 means a 100% yield; for example, 0.34 means a 34% yield). (1) The reactants are [F:1][C:2]1[CH:3]=[C:4]([CH:7]=[C:8]([CH2:10][F:11])[CH:9]=1)[CH:5]=O.[CH3:12][C:13]([S@:16]([NH2:18])=[O:17])([CH3:15])[CH3:14]. The catalyst is ClCCCl.S([O-])([O-])(=O)=O.[Cu+2]. The product is [F:1][C:2]1[CH:3]=[C:4]([CH:7]=[C:8]([CH2:10][F:11])[CH:9]=1)/[CH:5]=[N:18]/[S@@:16]([C:13]([CH3:15])([CH3:14])[CH3:12])=[O:17]. The yield is 0.609. (2) The reactants are [C:1]1(B(O)O)[C:10]2[C:5](=[CH:6][CH:7]=[CH:8][CH:9]=2)[CH:4]=[CH:3][CH:2]=1.C([O-])([O-])=O.[Na+].[Na+].Br[C:21]1[CH:26]=[CH:25][CH:24]=[C:23]([CH:27]=[O:28])[N:22]=1. The catalyst is C1(C)C=CC=CC=1.C1C=CC([P]([Pd]([P](C2C=CC=CC=2)(C2C=CC=CC=2)C2C=CC=CC=2)([P](C2C=CC=CC=2)(C2C=CC=CC=2)C2C=CC=CC=2)[P](C2C=CC=CC=2)(C2C=CC=CC=2)C2C=CC=CC=2)(C2C=CC=CC=2)C2C=CC=CC=2)=CC=1. The product is [CH:27]([C:23]1[CH:24]=[CH:25][CH:26]=[C:21]([C:1]2[C:10]3[C:5](=[CH:6][CH:7]=[CH:8][CH:9]=3)[CH:4]=[CH:3][CH:2]=2)[N:22]=1)=[O:28]. The yield is 0.870. (3) The reactants are [Cl:1][C:2]1[C:3]([CH:13]=O)=[N:4][CH:5]=[C:6]([N:8]([CH3:12])[CH2:9][CH2:10][CH3:11])[N:7]=1.[CH2:15]([NH:22][CH2:23][C@@H:24]([OH:28])[CH2:25][O:26][CH3:27])[C:16]1[CH:21]=[CH:20][CH:19]=[CH:18][CH:17]=1.C(O[BH-](OC(=O)C)OC(=O)C)(=O)C.[Na+].C(=O)([O-])O.[Na+]. The catalyst is C(#N)C.C(O)(=O)C. The product is [CH2:15]([N:22]([CH2:13][C:3]1[C:2]([Cl:1])=[N:7][C:6]([N:8]([CH3:12])[CH2:9][CH2:10][CH3:11])=[CH:5][N:4]=1)[CH2:23][C@@H:24]([OH:28])[CH2:25][O:26][CH3:27])[C:16]1[CH:21]=[CH:20][CH:19]=[CH:18][CH:17]=1. The yield is 0.740.